Dataset: NCI-60 drug combinations with 297,098 pairs across 59 cell lines. Task: Regression. Given two drug SMILES strings and cell line genomic features, predict the synergy score measuring deviation from expected non-interaction effect. (1) Drug 1: CC1C(C(CC(O1)OC2CC(OC(C2O)C)OC3=CC4=CC5=C(C(=O)C(C(C5)C(C(=O)C(C(C)O)O)OC)OC6CC(C(C(O6)C)O)OC7CC(C(C(O7)C)O)OC8CC(C(C(O8)C)O)(C)O)C(=C4C(=C3C)O)O)O)O. Drug 2: CC(C)NC(=O)C1=CC=C(C=C1)CNNC.Cl. Cell line: NCIH23. Synergy scores: CSS=37.0, Synergy_ZIP=1.09, Synergy_Bliss=1.73, Synergy_Loewe=-43.2, Synergy_HSA=-0.624. (2) Drug 1: CC1=C2C(C(=O)C3(C(CC4C(C3C(C(C2(C)C)(CC1OC(=O)C(C(C5=CC=CC=C5)NC(=O)C6=CC=CC=C6)O)O)OC(=O)C7=CC=CC=C7)(CO4)OC(=O)C)O)C)OC(=O)C. Drug 2: C1CCC(C(C1)N)N.C(=O)(C(=O)[O-])[O-].[Pt+4]. Cell line: RPMI-8226. Synergy scores: CSS=77.2, Synergy_ZIP=-0.545, Synergy_Bliss=-1.64, Synergy_Loewe=-3.25, Synergy_HSA=1.20. (3) Drug 1: C1CCC(C1)C(CC#N)N2C=C(C=N2)C3=C4C=CNC4=NC=N3. Drug 2: CC1=C(C=C(C=C1)C(=O)NC2=CC(=CC(=C2)C(F)(F)F)N3C=C(N=C3)C)NC4=NC=CC(=N4)C5=CN=CC=C5. Cell line: A549. Synergy scores: CSS=1.07, Synergy_ZIP=-1.46, Synergy_Bliss=-1.37, Synergy_Loewe=-3.10, Synergy_HSA=-3.33. (4) Drug 1: C1=CC(=C2C(=C1NCCNCCO)C(=O)C3=C(C=CC(=C3C2=O)O)O)NCCNCCO. Drug 2: CCN(CC)CCCC(C)NC1=C2C=C(C=CC2=NC3=C1C=CC(=C3)Cl)OC. Cell line: OVCAR-8. Synergy scores: CSS=64.9, Synergy_ZIP=8.65, Synergy_Bliss=8.70, Synergy_Loewe=5.69, Synergy_HSA=11.3. (5) Drug 2: CS(=O)(=O)CCNCC1=CC=C(O1)C2=CC3=C(C=C2)N=CN=C3NC4=CC(=C(C=C4)OCC5=CC(=CC=C5)F)Cl. Cell line: T-47D. Drug 1: CC1=CC2C(CCC3(C2CCC3(C(=O)C)OC(=O)C)C)C4(C1=CC(=O)CC4)C. Synergy scores: CSS=19.7, Synergy_ZIP=0.766, Synergy_Bliss=7.93, Synergy_Loewe=9.50, Synergy_HSA=9.80. (6) Drug 1: C1=NC2=C(N=C(N=C2N1C3C(C(C(O3)CO)O)O)F)N. Drug 2: CC1C(C(CC(O1)OC2CC(CC3=C2C(=C4C(=C3O)C(=O)C5=C(C4=O)C(=CC=C5)OC)O)(C(=O)CO)O)N)O.Cl. Cell line: NCI-H322M. Synergy scores: CSS=-0.897, Synergy_ZIP=-0.129, Synergy_Bliss=-0.302, Synergy_Loewe=-5.37, Synergy_HSA=-1.60.